The task is: Predict the product of the given reaction.. This data is from Forward reaction prediction with 1.9M reactions from USPTO patents (1976-2016). (1) Given the reactants [CH2:1]([C:3]1[N:4]([CH2:34][C:35]2[CH:40]=[CH:39][CH:38]=[CH:37][N:36]=2)[N:5]=[C:6]2[C:11](=[O:12])[NH:10][C:9]([C:13]3[CH:18]=[C:17]([S:19]([N:22]4[CH2:27][CH2:26][N:25]([CH2:28][CH3:29])[CH2:24][CH2:23]4)(=[O:21])=[O:20])[CH:16]=[CH:15][C:14]=3[O:30][CH2:31][CH2:32][CH3:33])=[N:8][C:7]=12)[CH3:2].[C:41]([OH:53])(=[O:52])[CH2:42][C:43]([CH2:48][C:49]([OH:51])=[O:50])([C:45]([OH:47])=[O:46])[OH:44], predict the reaction product. The product is: [C:41]([OH:53])(=[O:52])[CH2:42][C:43]([CH2:48][C:49]([OH:51])=[O:50])([C:45]([OH:47])=[O:46])[OH:44].[CH2:1]([C:3]1[N:4]([CH2:34][C:35]2[CH:40]=[CH:39][CH:38]=[CH:37][N:36]=2)[N:5]=[C:6]2[C:11](=[O:12])[NH:10][C:9]([C:13]3[CH:18]=[C:17]([S:19]([N:22]4[CH2:27][CH2:26][N:25]([CH2:28][CH3:29])[CH2:24][CH2:23]4)(=[O:21])=[O:20])[CH:16]=[CH:15][C:14]=3[O:30][CH2:31][CH2:32][CH3:33])=[N:8][C:7]=12)[CH3:2]. (2) Given the reactants [NH2:1][CH2:2][C:3]1[CH:4]=[CH:5][C:6]([Cl:19])=[C:7]([O:9][C:10]2[CH:11]=[C:12]([CH:15]=[C:16]([Cl:18])[CH:17]=2)[C:13]#[N:14])[CH:8]=1.[CH3:20][O:21][C:22]1[CH:23]=[C:24]2[C:28](=[CH:29][CH:30]=1)[NH:27][C:26]([C:31](O)=[O:32])=[CH:25]2.CN(C(ON1N=NC2C=CC=NC1=2)=[N+](C)C)C.F[P-](F)(F)(F)(F)F.CCN(C(C)C)C(C)C, predict the reaction product. The product is: [Cl:19][C:6]1[CH:5]=[CH:4][C:3]([CH2:2][NH:1][C:31]([C:26]2[NH:27][C:28]3[C:24]([CH:25]=2)=[CH:23][C:22]([O:21][CH3:20])=[CH:30][CH:29]=3)=[O:32])=[CH:8][C:7]=1[O:9][C:10]1[CH:11]=[C:12]([C:13]#[N:14])[CH:15]=[C:16]([Cl:18])[CH:17]=1. (3) Given the reactants [OH:1][C@H:2]1[CH2:7][CH2:6][C@H:5]([C:8]([O:10][CH3:11])=[O:9])[CH2:4][CH2:3]1.Cl[C:13]1[CH:18]=[N:17][CH:16]=[CH:15][N:14]=1.C(=O)([O-])[O-].[K+].[K+].CS([O-])=O.[Na+], predict the reaction product. The product is: [N:14]1[CH:15]=[CH:16][N:17]=[CH:18][C:13]=1[O:1][C@@H:2]1[CH2:3][CH2:4][C@H:5]([C:8]([O:10][CH3:11])=[O:9])[CH2:6][CH2:7]1. (4) Given the reactants [C:1]([Si:5]([CH3:20])([CH3:19])[O:6][CH2:7][C:8]#[C:9][B:10]1[O:14][C:13]([CH3:16])([CH3:15])[C:12]([CH3:18])([CH3:17])[O:11]1)([CH3:4])([CH3:3])[CH3:2], predict the reaction product. The product is: [C:1]([Si:5]([CH3:20])([CH3:19])[O:6][CH2:7]/[CH:8]=[CH:9]\[B:10]1[O:11][C:12]([CH3:18])([CH3:17])[C:13]([CH3:16])([CH3:15])[O:14]1)([CH3:3])([CH3:2])[CH3:4].